From a dataset of Peptide-MHC class I binding affinity with 185,985 pairs from IEDB/IMGT. Regression. Given a peptide amino acid sequence and an MHC pseudo amino acid sequence, predict their binding affinity value. This is MHC class I binding data. (1) The peptide sequence is PERLERWHSLI. The MHC is Mamu-B17 with pseudo-sequence Mamu-B17. The binding affinity (normalized) is 0. (2) The peptide sequence is AQTVEDEARR. The MHC is HLA-B08:01 with pseudo-sequence HLA-B08:01. The binding affinity (normalized) is 0. (3) The peptide sequence is KGFFRVFKK. The MHC is BoLA-T2a with pseudo-sequence BoLA-T2a. The binding affinity (normalized) is 0.454. (4) The peptide sequence is YPLTFGWCF. The MHC is HLA-B44:02 with pseudo-sequence HLA-B44:02. The binding affinity (normalized) is 0.0698.